From a dataset of Full USPTO retrosynthesis dataset with 1.9M reactions from patents (1976-2016). Predict the reactants needed to synthesize the given product. (1) Given the product [OH:8][N:9]1[C:14]2[N:15]=[CH:16][N:17]=[CH:18][C:13]=2[C:12]([NH:19][CH2:20][C:21]2[CH:36]=[CH:35][C:24]([C:25]([OH:27])=[O:26])=[CH:23][CH:22]=2)=[CH:11][C:10]1=[O:37], predict the reactants needed to synthesize it. The reactants are: C([O:8][N:9]1[C:14]2[N:15]=[CH:16][N:17]=[CH:18][C:13]=2[C:12]([NH:19][CH2:20][C:21]2[CH:36]=[CH:35][C:24]([C:25]([O:27]CC3C=CC=CC=3)=[O:26])=[CH:23][CH:22]=2)=[CH:11][C:10]1=[O:37])C1C=CC=CC=1.CO.[H][H]. (2) Given the product [CH2:3]([NH:10][C:11](=[O:19])[C:12]1[CH:17]=[CH:16][C:15]([NH:1][NH2:2])=[N:14][CH:13]=1)[C:4]1[CH:9]=[CH:8][CH:7]=[CH:6][CH:5]=1, predict the reactants needed to synthesize it. The reactants are: [NH2:1][NH2:2].[CH2:3]([NH:10][C:11](=[O:19])[C:12]1[CH:17]=[CH:16][C:15](Cl)=[N:14][CH:13]=1)[C:4]1[CH:9]=[CH:8][CH:7]=[CH:6][CH:5]=1. (3) Given the product [OH:3][CH:1]([C:4]1[CH:13]=[CH:12][C:7]([C:8]([O:10][CH3:11])=[O:9])=[CH:6][N:5]=1)[CH3:2], predict the reactants needed to synthesize it. The reactants are: [C:1]([C:4]1[CH:13]=[CH:12][C:7]([C:8]([O:10][CH3:11])=[O:9])=[CH:6][N:5]=1)(=[O:3])[CH3:2].[BH4-].[Na+].